Dataset: Full USPTO retrosynthesis dataset with 1.9M reactions from patents (1976-2016). Task: Predict the reactants needed to synthesize the given product. (1) Given the product [F:1][C:2]1[CH:3]=[C:4]([CH:48]=[CH:49][CH:50]=1)[CH2:5][N:6]1[C:10]([CH3:11])=[C:9]([C:12]2[C:20]3[C:15](=[N:16][CH:17]=[C:18]([C:21]4[CH:22]=[CH:23][C:24]([O:32][CH2:33][CH2:34][CH2:35][OH:36])=[C:25]([NH:27][S:28]([CH3:31])(=[O:30])=[O:29])[CH:26]=4)[CH:19]=3)[NH:14][CH:13]=2)[C:8]([CH3:47])=[N:7]1, predict the reactants needed to synthesize it. The reactants are: [F:1][C:2]1[CH:3]=[C:4]([CH:48]=[CH:49][CH:50]=1)[CH2:5][N:6]1[C:10]([CH3:11])=[C:9]([C:12]2[C:20]3[C:15](=[N:16][CH:17]=[C:18]([C:21]4[CH:22]=[CH:23][C:24]([O:32][CH2:33][CH2:34][CH2:35][OH:36])=[C:25]([NH:27][S:28]([CH3:31])(=[O:30])=[O:29])[CH:26]=4)[CH:19]=3)[N:14](S(C3C=CC(C)=CC=3)(=O)=O)[CH:13]=2)[C:8]([CH3:47])=[N:7]1.[OH-].[Li+]. (2) Given the product [CH3:15][O:14][C:12](=[O:13])[CH:11]([C:6]1[C:7]([CH3:10])=[CH:8][CH:9]=[C:4]([CH:1]2[CH2:2][CH2:3]2)[C:5]=1[C:17]1[CH:26]=[C:21]2[C:20](=[CH:19][CH:18]=1)[O:25][CH2:24][CH2:23][CH2:22]2)[O:16][C:32]([CH3:33])=[CH2:35], predict the reactants needed to synthesize it. The reactants are: [CH:1]1([C:4]2[C:5]([C:17]3[CH:18]=[CH:19][C:20]4[O:25][CH2:24][CH2:23][CH2:22][C:21]=4[CH:26]=3)=[C:6]([CH:11]([OH:16])[C:12]([O:14][CH3:15])=[O:13])[C:7]([CH3:10])=[CH:8][CH:9]=2)[CH2:3][CH2:2]1.C(N([CH2:32][CH3:33])CC)C.F[C:35](F)(F)S(O[Si](C)(C)C)(=O)=O. (3) The reactants are: [NH2:1][C:2]1[CH:11]=[C:10]2[C:5]([C:6]([NH:12][C:13]3[CH:18]=[CH:17][CH:16]=[C:15]([Br:19])[CH:14]=3)=[N:7][CH:8]=[N:9]2)=[CH:4][CH:3]=1.[C:20](Cl)(=[O:23])[CH2:21][CH3:22]. Given the product [Br:19][C:15]1[CH:14]=[C:13]([NH:12][C:6]2[C:5]3[C:10](=[CH:11][C:2]([NH:1][C:20](=[O:23])[CH2:21][CH3:22])=[CH:3][CH:4]=3)[N:9]=[CH:8][N:7]=2)[CH:18]=[CH:17][CH:16]=1, predict the reactants needed to synthesize it. (4) The reactants are: [Cl:1][C:2]1[CH:7]=[C:6]([O:8][C:9]2[CH:14]=[CH:13][C:12]([Cl:15])=[CH:11][CH:10]=2)[CH:5]=[CH:4][C:3]=1[C:16]([OH:27])([CH2:23][CH2:24][CH2:25][CH3:26])[CH2:17][N:18]1[CH:22]=[N:21][CH:20]=[N:19]1.[H-].[Na+].[CH3:30]I.O. Given the product [Cl:1][C:2]1[CH:7]=[C:6]([O:8][C:9]2[CH:10]=[CH:11][C:12]([Cl:15])=[CH:13][CH:14]=2)[CH:5]=[CH:4][C:3]=1[C:16]([O:27][CH3:30])([CH2:23][CH2:24][CH2:25][CH3:26])[CH2:17][N:18]1[CH:22]=[N:21][CH:20]=[N:19]1, predict the reactants needed to synthesize it. (5) Given the product [C:13]([O:12][C:10](=[O:9])[NH:7][C:5]1[S:6][C:2]([I:1])=[C:3]([CH3:8])[N:4]=1)([CH3:16])([CH3:15])[CH3:14], predict the reactants needed to synthesize it. The reactants are: [I:1][C:2]1[S:6][C:5]([NH2:7])=[N:4][C:3]=1[CH3:8].[O:9](C(OC(C)(C)C)=O)[C:10]([O:12][C:13]([CH3:16])([CH3:15])[CH3:14])=O.C([O-])(O)=O.[Na+].[NH4+].[Cl-]. (6) Given the product [CH3:26][C:27]1[CH:28]=[CH:29][C:30]([S:33]([C:36]2[CH:37]=[C:38]([C:45]([O:47][CH3:48])=[O:46])[C:39]3[O:43][CH:42]=[CH:41][C:40]=3[CH:44]=2)(=[O:35])=[O:34])=[CH:31][CH:32]=1, predict the reactants needed to synthesize it. The reactants are: COC1C=CC(C)=CC=1S(C1C=C(C(OC)=O)C2OC=CC=2C=1)(=O)=O.[CH3:26][C:27]1[CH:32]=[CH:31][C:30]([S:33]([C:36]2[CH:37]=[C:38]([C:45]([O:47][CH3:48])=[O:46])[C:39]3[O:43][CH2:42][CH2:41][C:40]=3[CH:44]=2)(=[O:35])=[O:34])=[CH:29][CH:28]=1. (7) Given the product [NH2:1][C:2]1[N:6]([CH:7]2[CH2:12][CH2:10][N:9]([C:13]#[N:14])[CH2:8]2)[N:5]=[C:4]([C:18]2[CH:19]=[CH:20][C:21]([O:24][C:25]3[CH:30]=[CH:29][CH:28]=[CH:27][CH:26]=3)=[CH:22][CH:23]=2)[C:3]=1[C:55]([NH2:57])=[O:56], predict the reactants needed to synthesize it. The reactants are: [NH2:1][C:2]1[N:6]([CH:7]2[CH2:12]C[CH2:10][N:9]([C:13]#[N:14])[CH2:8]2)[NH:5][C:4]([C:18]2[CH:23]=[CH:22][C:21]([O:24][C:25]3[CH:30]=[CH:29][CH:28]=[CH:27][CH:26]=3)=[CH:20][CH:19]=2)(C(N)=O)[CH:3]=1.NC1N(C2CCNC2)N=C(C2C=CC(OC3C=CC=CC=3)=CC=2)C=1[C:55]([NH2:57])=[O:56].